The task is: Predict which catalyst facilitates the given reaction.. This data is from Catalyst prediction with 721,799 reactions and 888 catalyst types from USPTO. (1) Reactant: [C:1]1([C:7]2[CH2:8][O:9][C:10]3[C:15]([C:16]=2[C:17]2[CH:22]=[CH:21][C:20](OS(C(F)(F)F)(=O)=O)=[CH:19][CH:18]=2)=[CH:14][CH:13]=[CH:12][CH:11]=3)[CH:6]=[CH:5][CH:4]=[CH:3][CH:2]=1.[C:31]([O:35][CH3:36])(=[O:34])[CH:32]=[CH2:33]. Product: [CH3:36][O:35][C:31](=[O:34])[CH:32]=[CH:33][C:20]1[CH:19]=[CH:18][C:17]([C:16]2[C:15]3[C:10](=[CH:11][CH:12]=[CH:13][CH:14]=3)[O:9][CH2:8][C:7]=2[C:1]2[CH:6]=[CH:5][CH:4]=[CH:3][CH:2]=2)=[CH:22][CH:21]=1. The catalyst class is: 23. (2) Reactant: [OH-].[Na+].C([NH:11][C:12]([NH:14][C:15]1[C:20]([O:21][C:22]2[CH:27]=[CH:26][C:25]([C:28]#[N:29])=[CH:24][CH:23]=2)=[CH:19][C:18]([Br:30])=[CH:17][N:16]=1)=[S:13])(=O)C1C=CC=CC=1. Product: [Br:30][C:18]1[CH:19]=[C:20]([O:21][C:22]2[CH:27]=[CH:26][C:25]([C:28]#[N:29])=[CH:24][CH:23]=2)[C:15]([NH:14][C:12]([NH2:11])=[S:13])=[N:16][CH:17]=1. The catalyst class is: 5. (3) Reactant: O[CH2:2][C:3]1[N:7]([CH3:8])[C:6]2[CH:9]=[CH:10][C:11]([C:13](=[O:15])[CH3:14])=[CH:12][C:5]=2[N:4]=1.C(Br)(Br)(Br)[Br:17].C1C=CC(P(C2C=CC=CC=2)C2C=CC=CC=2)=CC=1. Product: [Br:17][CH2:2][C:3]1[N:7]([CH3:8])[C:6]2[CH:9]=[CH:10][C:11]([C:13](=[O:15])[CH3:14])=[CH:12][C:5]=2[N:4]=1. The catalyst class is: 4. (4) Reactant: [CH2:1]([C:3]1[C:28]([O:29][CH3:30])=[CH:27][C:6]2[C:7]3[N:12]([CH:13]([C:15]([CH3:20])([CH3:19])[CH2:16][O:17][CH3:18])[CH2:14][C:5]=2[CH:4]=1)[CH:11]=[C:10]([C:21]([O:23]CC)=[O:22])[C:9](=[O:26])[CH:8]=3)[CH3:2].[OH-].[Na+].Cl. Product: [CH2:1]([C:3]1[C:28]([O:29][CH3:30])=[CH:27][C:6]2[C:7]3[N:12]([CH:13]([C:15]([CH3:20])([CH3:19])[CH2:16][O:17][CH3:18])[CH2:14][C:5]=2[CH:4]=1)[CH:11]=[C:10]([C:21]([OH:23])=[O:22])[C:9](=[O:26])[CH:8]=3)[CH3:2]. The catalyst class is: 14. (5) Reactant: [NH2:1][CH2:2][CH2:3][OH:4].C([O-])([O-])=O.[K+].[K+].Br[CH2:12][C:13]1[CH:14]=[CH:15][C:16]([C:20]([O:22][CH3:23])=[O:21])=[N:17][C:18]=1[Cl:19]. Product: [Cl:19][C:18]1[N:17]=[C:16]([C:20]([O:22][CH3:23])=[O:21])[CH:15]=[CH:14][C:13]=1[CH2:12][NH:1][CH2:2][CH2:3][OH:4]. The catalyst class is: 23.